Dataset: Full USPTO retrosynthesis dataset with 1.9M reactions from patents (1976-2016). Task: Predict the reactants needed to synthesize the given product. Given the product [NH2:15][C:14]1[S:13][C:8]2[CH:7]=[C:6]([O:5][CH2:1][CH2:2][CH2:3][CH3:4])[CH:12]=[CH:11][C:9]=2[N:10]=1, predict the reactants needed to synthesize it. The reactants are: [CH2:1]([O:5][C:6]1[CH:12]=[CH:11][C:9]([NH2:10])=[CH:8][CH:7]=1)[CH2:2][CH2:3][CH3:4].[S-:13][C:14]#[N:15].[K+].BrBr.O.